From a dataset of Forward reaction prediction with 1.9M reactions from USPTO patents (1976-2016). Predict the product of the given reaction. (1) Given the reactants [C:1]([O:5][C:6]([N:8]1[CH2:20][C@@H:19]([CH3:21])[N:18]2[C@H:10]([CH2:11][C:12]3[C:17]2=[N:16][C:15]([CH:22](O)[CH2:23][O:24][Si:25]([C:28]([CH3:31])([CH3:30])[CH3:29])([CH3:27])[CH3:26])=[CH:14][CH:13]=3)[CH2:9]1)=[O:7])([CH3:4])([CH3:3])[CH3:2].BrC(Br)(Br)Br.C1(P(C2C=CC=CC=2)C2C=CC=CC=2)C=CC=CC=1, predict the reaction product. The product is: [C:1]([O:5][C:6]([N:8]1[CH2:20][C@@H:19]([CH3:21])[N:18]2[C@H:10]([CH2:11][C:12]3[C:17]2=[N:16][C:15]([CH2:22][CH2:23][O:24][Si:25]([C:28]([CH3:29])([CH3:31])[CH3:30])([CH3:27])[CH3:26])=[CH:14][CH:13]=3)[CH2:9]1)=[O:7])([CH3:4])([CH3:3])[CH3:2]. (2) Given the reactants [OH:1][C:2]1[CH:10]=[CH:9][C:5]([C:6]([OH:8])=[O:7])=[CH:4][C:3]=1[N+:11]([O-:13])=[O:12].S(=O)(=O)(O)O.[CH3:19]O, predict the reaction product. The product is: [OH:1][C:2]1[CH:10]=[CH:9][C:5]([C:6]([O:8][CH3:19])=[O:7])=[CH:4][C:3]=1[N+:11]([O-:13])=[O:12]. (3) Given the reactants [C:1]1([S:11]([C:14]2[C:22]3[C:17](=[CH:18][CH:19]=[C:20]([O:23][CH2:24][CH2:25]OS(C4C=CC(C)=CC=4)(=O)=O)[CH:21]=3)[NH:16][N:15]=2)(=[O:13])=[O:12])[C:10]2[C:5](=[CH:6][CH:7]=[CH:8][CH:9]=2)[CH:4]=[CH:3][CH:2]=1.[CH2:37]([NH:39][CH3:40])[CH3:38], predict the reaction product. The product is: [CH2:37]([N:39]([CH3:40])[CH2:25][CH2:24][O:23][C:20]1[CH:21]=[C:22]2[C:17](=[CH:18][CH:19]=1)[NH:16][N:15]=[C:14]2[S:11]([C:1]1[C:10]2[C:5](=[CH:6][CH:7]=[CH:8][CH:9]=2)[CH:4]=[CH:3][CH:2]=1)(=[O:12])=[O:13])[CH3:38]. (4) Given the reactants [C:1]([S:5][C:6]1[CH:11]=[C:10]([N+:12]([O-])=O)[CH:9]=[C:8]([S:15]([C:17]([CH3:20])([CH3:19])[CH3:18])=[O:16])[CH:7]=1)([CH3:4])([CH3:3])[CH3:2].[Cl-].[NH4+].O, predict the reaction product. The product is: [C:1]([S:5][C:6]1[CH:11]=[C:10]([NH2:12])[CH:9]=[C:8]([S:15]([C:17]([CH3:20])([CH3:19])[CH3:18])=[O:16])[CH:7]=1)([CH3:4])([CH3:2])[CH3:3]. (5) Given the reactants O=C(C)[CH:3]([C:8]1[CH:17]=[CH:16][C:15]2[C:10](=[CH:11][CH:12]=[CH:13][C:14]=2[CH2:18][CH:19]=[CH2:20])[N:9]=1)[C:4]([O:6][CH3:7])=[O:5].Cl.C(=O)([O-])[O-].[K+].[K+], predict the reaction product. The product is: [CH3:7][O:6][C:4](=[O:5])[CH2:3][C:8]1[CH:17]=[CH:16][C:15]2[C:10](=[CH:11][CH:12]=[CH:13][C:14]=2[CH2:18][CH:19]=[CH2:20])[N:9]=1. (6) Given the reactants [C:1]1([C@H:7]2[CH2:9][C@@H:8]2[NH:10][C@@H:11]2[CH2:16][CH2:15][C@H:14]([NH:17]C(=O)OC(C)(C)C)[CH2:13][CH2:12]2)[CH:6]=[CH:5][CH:4]=[CH:3][CH:2]=1.[ClH:25], predict the reaction product. The product is: [ClH:25].[C:1]1([C@H:7]2[CH2:9][C@@H:8]2[NH:10][C@H:11]2[CH2:12][CH2:13][C@@H:14]([NH2:17])[CH2:15][CH2:16]2)[CH:2]=[CH:3][CH:4]=[CH:5][CH:6]=1. (7) Given the reactants [CH3:1][C:2]1([CH3:15])[C:6]2[CH:7]=[CH:8][C:9]([C:11](OC)=[O:12])=[CH:10][C:5]=2[O:4][CH2:3]1.[BH4-].[Li+].CO.O, predict the reaction product. The product is: [CH3:1][C:2]1([CH3:15])[C:6]2[CH:7]=[CH:8][C:9]([CH2:11][OH:12])=[CH:10][C:5]=2[O:4][CH2:3]1. (8) Given the reactants C(Cl)(=O)C(Cl)=O.Cl.[CH3:8][N:9]([CH3:16])[CH2:10][CH2:11][CH2:12][C:13](O)=[O:14].[OH:17][C:18]([C:28]1[CH:33]=[CH:32][C:31]([N+:34]([O-])=O)=[CH:30][CH:29]=1)([CH3:27])[CH2:19][NH:20][S:21]([CH:24]([CH3:26])[CH3:25])(=[O:23])=[O:22].C(N(CC)CC)C, predict the reaction product. The product is: [CH3:8][N:9]([CH3:16])[CH2:10][CH2:11][CH2:12][C:13]([NH:34][C:31]1[CH:30]=[CH:29][C:28]([C:18]([OH:17])([CH3:27])[CH2:19][NH:20][S:21]([CH:24]([CH3:25])[CH3:26])(=[O:23])=[O:22])=[CH:33][CH:32]=1)=[O:14]. (9) Given the reactants [NH2:1][C@H:2]([CH3:5])[CH2:3][OH:4].[CH:6](=O)[C:7]1[CH:12]=[CH:11][CH:10]=[CH:9][CH:8]=1.C([O-])(O)=O.[Na+].[BH4-].[Na+], predict the reaction product. The product is: [CH2:6]([NH:1][C@H:2]([CH3:5])[CH2:3][OH:4])[C:7]1[CH:12]=[CH:11][CH:10]=[CH:9][CH:8]=1.